This data is from Forward reaction prediction with 1.9M reactions from USPTO patents (1976-2016). The task is: Predict the product of the given reaction. (1) The product is: [CH2:21]([N:28]1[CH2:33][CH2:32][C:31]([C:12]2[CH:13]=[CH:14][C:9]([O:8][CH2:1][C:2]3[CH:7]=[CH:6][CH:5]=[CH:4][CH:3]=3)=[CH:10][CH:11]=2)([OH:34])[CH2:30][CH2:29]1)[C:22]1[CH:23]=[CH:24][CH:25]=[CH:26][CH:27]=1. Given the reactants [CH2:1]([O:8][C:9]1[CH:14]=[CH:13][C:12](Br)=[CH:11][CH:10]=1)[C:2]1[CH:7]=[CH:6][CH:5]=[CH:4][CH:3]=1.C([Li])CCC.[CH2:21]([N:28]1[CH2:33][CH2:32][C:31](=[O:34])[CH2:30][CH2:29]1)[C:22]1[CH:27]=[CH:26][CH:25]=[CH:24][CH:23]=1.CCCCCC, predict the reaction product. (2) The product is: [Cl:1][C:2]1[C:14]([N+:15]([O-:17])=[O:16])=[CH:13][C:12]([N+:18]([O-:20])=[O:19])=[CH:11][C:3]=1[C:4]([NH:6][CH2:7][CH:8]([O:34][CH:26]1[CH2:25][CH2:24][CH2:23][CH2:22][O:21]1)[CH3:9])=[O:5]. Given the reactants [Cl:1][C:2]1[C:14]([N+:15]([O-:17])=[O:16])=[CH:13][C:12]([N+:18]([O-:20])=[O:19])=[CH:11][C:3]=1[C:4]([NH:6][CH2:7][CH2:8][CH2:9]O)=[O:5].[O:21]1[CH:26]=[CH:25][CH2:24][CH2:23][CH2:22]1.C1(C)C=CC(S(O)(=O)=[O:34])=CC=1, predict the reaction product. (3) Given the reactants [N+:1]([C:4]1[CH:5]=[C:6]([OH:11])[C:7](=[CH:9][CH:10]=1)[OH:8])([O-:3])=[O:2].N1C=CN=[CH:13]1.[C:17]([Si:21](Cl)([C:28]1[CH:33]=[CH:32][CH:31]=[CH:30][CH:29]=1)[C:22]1[CH:27]=[CH:26][CH:25]=[CH:24][CH:23]=1)([CH3:20])([CH3:19])[CH3:18].C([O-])([O-])=O.[K+].[K+], predict the reaction product. The product is: [C:17]([Si:21]([O:8][C:7]1[CH:9]=[CH:10][C:4]([N+:1]([O-:3])=[O:2])=[CH:5][C:6]=1[O:11][CH3:13])([C:28]1[CH:33]=[CH:32][CH:31]=[CH:30][CH:29]=1)[C:22]1[CH:27]=[CH:26][CH:25]=[CH:24][CH:23]=1)([CH3:20])([CH3:19])[CH3:18]. (4) Given the reactants Cl.Cl.[CH:3]1([CH2:9][CH2:10][O:11][C:12]2[CH:13]=[C:14]([CH:23]=[CH:24][N:25]=2)[C:15]([N:17]2[CH2:22][CH2:21][NH:20][CH2:19][CH2:18]2)=[O:16])[CH2:8][CH2:7][CH2:6][CH2:5][CH2:4]1.C1([O:32][C:33](=O)[NH:34][C:35]2[CH:40]=[N:39][CH:38]=[CH:37][N:36]=2)C=CC=CC=1.C(=O)([O-])O.[Na+], predict the reaction product. The product is: [CH:3]1([CH2:9][CH2:10][O:11][C:12]2[CH:13]=[C:14]([CH:23]=[CH:24][N:25]=2)[C:15]([N:17]2[CH2:22][CH2:21][N:20]([C:33]([NH:34][C:35]3[CH:40]=[N:39][CH:38]=[CH:37][N:36]=3)=[O:32])[CH2:19][CH2:18]2)=[O:16])[CH2:8][CH2:7][CH2:6][CH2:5][CH2:4]1. (5) Given the reactants C[O:2][C:3](=[O:37])[CH2:4][C:5]1[S:6][C:7]([C:10]2[CH:15]=[CH:14][CH:13]=[CH:12][C:11]=2[NH:16][C:17]([C:19]2[C:20]([C:25]3[CH:30]=[C:29]([O:31][CH3:32])[C:28]([O:33][CH3:34])=[C:27]([O:35][CH3:36])[CH:26]=3)=[CH:21][CH:22]=[CH:23][CH:24]=2)=[O:18])=[CH:8][CH:9]=1.[Li+].[OH-].Cl, predict the reaction product. The product is: [CH3:32][O:31][C:29]1[CH:30]=[C:25]([C:20]2[C:19]([C:17]([NH:16][C:11]3[CH:12]=[CH:13][CH:14]=[CH:15][C:10]=3[C:7]3[S:6][C:5]([CH2:4][C:3]([OH:37])=[O:2])=[CH:9][CH:8]=3)=[O:18])=[CH:24][CH:23]=[CH:22][CH:21]=2)[CH:26]=[C:27]([O:35][CH3:36])[C:28]=1[O:33][CH3:34]. (6) Given the reactants [F:1][C:2]([F:29])([F:28])[C:3]1[CH:27]=[CH:26][CH:25]=[CH:24][C:4]=1[C:5]([N:7]1[CH2:11][C:10]2[CH2:12][N:13]([C:15]3[CH:23]=[CH:22][C:18]([C:19](O)=[O:20])=[CH:17][N:16]=3)[CH2:14][C:9]=2[CH2:8]1)=[O:6].[C:30]1([CH2:36][CH2:37][NH2:38])[CH:35]=[CH:34][CH:33]=[CH:32][CH:31]=1, predict the reaction product. The product is: [CH2:37]([NH:38][C:19](=[O:20])[C:18]1[CH:22]=[CH:23][C:15]([N:13]2[CH2:12][C:10]3[CH2:11][N:7]([C:5](=[O:6])[C:4]4[CH:24]=[CH:25][CH:26]=[CH:27][C:3]=4[C:2]([F:29])([F:1])[F:28])[CH2:8][C:9]=3[CH2:14]2)=[N:16][CH:17]=1)[CH2:36][C:30]1[CH:35]=[CH:34][CH:33]=[CH:32][CH:31]=1. (7) The product is: [CH2:1]([O:3][C:4]([C:6]1[C:10]2[C:11](=[CH:15][CH:16]=[CH:17][CH:18]=2)[C:12](=[O:14])[N:19]([C:20]2[CH:25]=[CH:24][CH:23]=[CH:22][CH:21]=2)[C:7]=1[CH3:8])=[O:5])[CH3:2]. Given the reactants [CH2:1]([O:3][C:4]([CH:6]([C:10]1[CH:18]=[CH:17][CH:16]=[CH:15][C:11]=1[C:12]([OH:14])=O)[C:7](=O)[CH3:8])=[O:5])[CH3:2].[NH2:19][C:20]1[CH:25]=[CH:24][CH:23]=[CH:22][CH:21]=1, predict the reaction product.